Dataset: Reaction yield outcomes from USPTO patents with 853,638 reactions. Task: Predict the reaction yield, written as a fraction of the theoretical maximum amount of product (1.0 means a 100% yield; for example, 0.34 means a 34% yield). (1) The reactants are [CH3:1][N:2]([CH2:10][C:11]1[CH:16]=[C:15]([O:17][C:18]2[CH:19]=[C:20]3[C:24](=[CH:25][CH:26]=2)[N:23]([C:27](=[O:39])[NH:28][C:29]2[CH:33]=[C:32]([C:34]([F:37])([F:36])[F:35])[N:31]([CH3:38])[N:30]=2)[CH:22]=[CH:21]3)[N:14]=[CH:13][N:12]=1)C(=O)OC(C)(C)C.FC(F)(F)C(O)=O. The catalyst is ClCCl. The product is [CH3:38][N:31]1[C:32]([C:34]([F:35])([F:36])[F:37])=[CH:33][C:29]([NH:28][C:27]([N:23]2[C:24]3[C:20](=[CH:19][C:18]([O:17][C:15]4[CH:16]=[C:11]([CH2:10][NH:2][CH3:1])[N:12]=[CH:13][N:14]=4)=[CH:26][CH:25]=3)[CH:21]=[CH:22]2)=[O:39])=[N:30]1. The yield is 0.800. (2) The reactants are C1C=CC(P(C2C=CC=CC=2)C2C=CC=CC=2)=CC=1.[C:20]([Br:24])(Br)(Br)[Br:21].[CH2:25]([O:32][C:33](=[O:63])[N:34]([C@H:44]1[C@@H:47]([CH2:48][CH:49]=O)[N:46]([CH2:51][C:52]2[CH:57]=[CH:56][C:55]([O:58][CH3:59])=[CH:54][C:53]=2[O:60][CH3:61])[C:45]1=[O:62])[CH2:35][C:36]1[CH:41]=[CH:40][C:39]([O:42][CH3:43])=[CH:38][CH:37]=1)[C:26]1[CH:31]=[CH:30][CH:29]=[CH:28][CH:27]=1. The catalyst is C(Cl)Cl. The product is [CH2:25]([O:32][C:33](=[O:63])[N:34]([C@@H:44]1[C:45](=[O:62])[N:46]([CH2:51][C:52]2[CH:57]=[CH:56][C:55]([O:58][CH3:59])=[CH:54][C:53]=2[O:60][CH3:61])[C@@H:47]1[CH2:48][CH:49]=[C:20]([Br:24])[Br:21])[CH2:35][C:36]1[CH:37]=[CH:38][C:39]([O:42][CH3:43])=[CH:40][CH:41]=1)[C:26]1[CH:31]=[CH:30][CH:29]=[CH:28][CH:27]=1. The yield is 0.820. (3) The reactants are [Cl:1][C:2]1[CH:11]=[C:10]2[C:5]([N:6]=[C:7]([N:15]3[CH2:20][CH2:19][N:18]([CH3:21])[CH2:17][CH2:16]3)[C:8]3[N:9]2[CH2:12][CH2:13][N:14]=3)=[CH:4][CH:3]=1.C1(Cl)C(=O)C(Cl)=C(Cl)C(=O)C=1Cl. The catalyst is C1(C)C(C)=CC=CC=1. The product is [Cl:1][C:2]1[CH:11]=[C:10]2[C:5]([N:6]=[C:7]([N:15]3[CH2:16][CH2:17][N:18]([CH3:21])[CH2:19][CH2:20]3)[C:8]3[N:9]2[CH:12]=[CH:13][N:14]=3)=[CH:4][CH:3]=1. The yield is 0.740. (4) The reactants are [C:1](#[N:3])[CH3:2].C([Li])CCC.C([O:11][C:12](=O)[CH2:13][C:14]1[C:19]([CH3:20])=[CH:18][C:17]([CH3:21])=[CH:16][C:15]=1[CH3:22])C.Cl. The catalyst is C1COCC1. The product is [O:11]=[C:12]([CH2:13][C:14]1[C:19]([CH3:20])=[CH:18][C:17]([CH3:21])=[CH:16][C:15]=1[CH3:22])[CH2:2][C:1]#[N:3]. The yield is 0.720. (5) The reactants are [F:1][C:2]1[CH:10]=[CH:9][CH:8]=[CH:7][C:3]=1/[CH:4]=[N:5]\[OH:6].[Cl:11]N1C(=O)CCC1=O. The catalyst is CN(C=O)C. The product is [OH:6]/[N:5]=[C:4](\[Cl:11])/[C:3]1[CH:7]=[CH:8][CH:9]=[CH:10][C:2]=1[F:1]. The yield is 0.910. (6) The reactants are [C:1]([O:5][C:6](=[O:27])[C@H:7]([CH2:19][C:20]1[CH:25]=[CH:24][C:23]([OH:26])=[CH:22][CH:21]=1)[NH:8][C:9]1[C:13](OCC)=[N:12][S:11](=[O:18])(=[O:17])[N:10]=1)([CH3:4])([CH3:3])[CH3:2].C([O-])=O.[CH3:31][C:32]1[CH:33]=[C:34]([NH:38][C:39]([NH:41][CH2:42][CH2:43][NH2:44])=[O:40])[CH:35]=[CH:36][CH:37]=1.C(N(CC)CC)C. The catalyst is C(O)C. The product is [C:1]([O:5][C:6](=[O:27])[C@H:7]([CH2:19][C:20]1[CH:25]=[CH:24][C:23]([OH:26])=[CH:22][CH:21]=1)[NH:8][C:9]1[C:13]([NH:44][CH2:43][CH2:42][NH:41][C:39]([NH:38][C:34]2[CH:35]=[CH:36][CH:37]=[C:32]([CH3:31])[CH:33]=2)=[O:40])=[N:12][S:11](=[O:17])(=[O:18])[N:10]=1)([CH3:3])([CH3:4])[CH3:2]. The yield is 0.910. (7) The reactants are [N+:1]([C:4]1[CH:8]=[C:7]([CH2:9][OH:10])[NH:6][N:5]=1)([O-:3])=[O:2].C(=O)([O-])[O-].[Cs+].[Cs+].[Br:17][CH:18](Br)[CH3:19].OP([O-])(O)=O.[K+]. The catalyst is O.C(OCC)(=O)C.CN(C=O)C. The product is [Br:17][CH2:18][CH2:19][N:6]1[C:7]([CH2:9][OH:10])=[CH:8][C:4]([N+:1]([O-:3])=[O:2])=[N:5]1. The yield is 0.860.